Predict the reactants needed to synthesize the given product. From a dataset of Full USPTO retrosynthesis dataset with 1.9M reactions from patents (1976-2016). (1) Given the product [F:22][C:2]([F:1])([F:23])[CH:3]([C:16]1[CH:21]=[CH:20][CH:19]=[CH:18][CH:17]=1)[O:4][CH2:5][C:6]1[O:10][N:9]=[C:8]([C:11]([OH:13])=[O:12])[CH:7]=1, predict the reactants needed to synthesize it. The reactants are: [F:1][C:2]([F:23])([F:22])[CH:3]([C:16]1[CH:21]=[CH:20][CH:19]=[CH:18][CH:17]=1)[O:4][CH2:5][C:6]1[O:10][N:9]=[C:8]([C:11]([O:13]CC)=[O:12])[CH:7]=1.C(O)C.[OH-].[K+]. (2) Given the product [CH2:27]([NH:16][CH2:15][CH2:14][CH2:13][O:12][CH2:11][CH2:10][O:9][CH2:8][CH2:7][NH:6][C:5](=[O:30])[O:4][C:2]([CH3:31])([CH3:3])[CH3:1])[CH2:28][CH3:29], predict the reactants needed to synthesize it. The reactants are: [CH3:1][C:2]([CH3:31])([O:4][C:5](=[O:30])[NH:6][CH2:7][CH2:8][O:9][CH2:10][CH2:11][O:12][CH2:13][CH2:14][CH2:15][N:16]([CH2:27][CH2:28][CH3:29])C(=O)OCC1C=CC=CC=1)[CH3:3].